Dataset: Forward reaction prediction with 1.9M reactions from USPTO patents (1976-2016). Task: Predict the product of the given reaction. (1) Given the reactants C(OC([N:8]1[CH2:13][CH2:12][C@H:11]([CH2:14][NH:15][C:16]([C:18]2[N:19]=[N:20][C:21]([CH2:37][CH2:38][CH2:39][CH3:40])=[C:22]([C:24]3[CH:29]=[CH:28][C:27]([O:30][CH:31]4[CH2:36][CH2:35][CH2:34][CH2:33][CH2:32]4)=[CH:26][CH:25]=3)[CH:23]=2)=[O:17])[C@H:10]([F:41])[CH2:9]1)=O)(C)(C)C.[ClH:42].O1CCOCC1, predict the reaction product. The product is: [ClH:42].[ClH:42].[F:41][C@H:10]1[C@@H:11]([CH2:14][NH:15][C:16]([C:18]2[N:19]=[N:20][C:21]([CH2:37][CH2:38][CH2:39][CH3:40])=[C:22]([C:24]3[CH:29]=[CH:28][C:27]([O:30][CH:31]4[CH2:36][CH2:35][CH2:34][CH2:33][CH2:32]4)=[CH:26][CH:25]=3)[CH:23]=2)=[O:17])[CH2:12][CH2:13][NH:8][CH2:9]1. (2) Given the reactants [Br:1][C:2]1[S:3][C:4]2[C:10](=[O:11])[CH2:9][CH:8]([CH3:12])[CH2:7][C:5]=2[N:6]=1.C([C:15](=O)[C:16]([O-:18])=[O:17])C.[C:20]1(C)C=CC=C[CH:21]=1.CC(C)([O-])C.[Li+], predict the reaction product. The product is: [Br:1][C:2]1[S:3][C:4]2[C:10](=[O:11])/[C:9](=[CH:15]/[C:16]([O:18][CH2:20][CH3:21])=[O:17])/[CH:8]([CH3:12])[CH2:7][C:5]=2[N:6]=1.